Predict the reaction yield, written as a fraction of the theoretical maximum amount of product (1.0 means a 100% yield; for example, 0.34 means a 34% yield). From a dataset of Reaction yield outcomes from USPTO patents with 853,638 reactions. (1) The reactants are I([O-])(=O)(=O)=[O:2].[Na+].[Cl:7][C:8]1[N:9]=[CH:10][N:11]([C:13]2[CH:18]=[CH:17][C:16]([NH:19][C:20]3[N:37]=[C:23]4[C@@H:24]([C:30]5[CH:35]=[CH:34][C:33]([F:36])=[CH:32][CH:31]=5)[CH2:25][C:26](=C)[CH2:27][CH2:28][N:22]4[N:21]=3)=[CH:15][C:14]=2[O:38][CH3:39])[CH:12]=1. The catalyst is O.C1COCC1.[Cl-].[Na+].O.[Os](=O)(=O)(=O)=O. The product is [Cl:7][C:8]1[N:9]=[CH:10][N:11]([C:13]2[CH:18]=[CH:17][C:16]([NH:19][C:20]3[N:37]=[C:23]4[C@@H:24]([C:30]5[CH:31]=[CH:32][C:33]([F:36])=[CH:34][CH:35]=5)[CH2:25][C:26](=[O:2])[CH2:27][CH2:28][N:22]4[N:21]=3)=[CH:15][C:14]=2[O:38][CH3:39])[CH:12]=1. The yield is 0.770. (2) The reactants are [NH2:1][C:2]1[CH:7]=[C:6]([CH3:8])[C:5]([NH:9][C:10](=[O:17])[CH2:11][CH:12]2[CH2:16][CH2:15][CH2:14][CH2:13]2)=[C:4]([Cl:18])[CH:3]=1.Cl[CH2:20][CH2:21][O:22][CH2:23][CH2:24]Cl.[I-].[K+]. The catalyst is C(O)C. The product is [Cl:18][C:4]1[CH:3]=[C:2]([N:1]2[CH2:24][CH2:23][O:22][CH2:21][CH2:20]2)[CH:7]=[C:6]([CH3:8])[C:5]=1[NH:9][C:10](=[O:17])[CH2:11][CH:12]1[CH2:13][CH2:14][CH2:15][CH2:16]1. The yield is 0.410.